Dataset: Catalyst prediction with 721,799 reactions and 888 catalyst types from USPTO. Task: Predict which catalyst facilitates the given reaction. (1) Reactant: Cl.[NH2:2][CH:3]([C:8]1[CH:13]=[CH:12][C:11]([O:14][CH3:15])=[C:10]([O:16][CH2:17][CH3:18])[CH:9]=1)[CH2:4][CH:5]([OH:7])[CH3:6].[C:19]([NH:22][C:23]1[CH:33]=[CH:32][CH:31]=[C:25]2[C:26]([O:28][C:29](=O)[C:24]=12)=[O:27])(=[O:21])[CH3:20].C(N(CC)CC)C. Product: [CH2:17]([O:16][C:10]1[CH:9]=[C:8]([CH:3]([N:2]2[C:29](=[O:28])[C:24]3[C:25](=[CH:31][CH:32]=[CH:33][C:23]=3[NH:22][C:19](=[O:21])[CH3:20])[C:26]2=[O:27])[CH2:4][CH:5]([OH:7])[CH3:6])[CH:13]=[CH:12][C:11]=1[O:14][CH3:15])[CH3:18]. The catalyst class is: 9. (2) Reactant: [Cl:1][C:2]1[CH:3]=[C:4]2[C:8](=[C:9]([C:12]([OH:14])=O)[C:10]=1[F:11])[NH:7][CH:6]=[CH:5]2.CN(C(ON1N=NC2C=CC=CC1=2)=[N+](C)C)C.[B-](F)(F)(F)F.C(N(CC)C(C)C)(C)C.[C:46]([C:50]1[CH:70]=[CH:69][C:53]([CH2:54][NH:55][CH2:56][CH2:57][C:58]2[CH:63]=[CH:62][C:61]([Cl:64])=[C:60]([C:65]([F:68])([F:67])[F:66])[CH:59]=2)=[CH:52][CH:51]=1)([CH3:49])([CH3:48])[CH3:47]. Product: [C:46]([C:50]1[CH:70]=[CH:69][C:53]([CH2:54][N:55]([CH2:56][CH2:57][C:58]2[CH:63]=[CH:62][C:61]([Cl:64])=[C:60]([C:65]([F:67])([F:68])[F:66])[CH:59]=2)[C:12]([C:9]2[C:10]([F:11])=[C:2]([Cl:1])[CH:3]=[C:4]3[C:8]=2[NH:7][CH:6]=[CH:5]3)=[O:14])=[CH:52][CH:51]=1)([CH3:49])([CH3:47])[CH3:48]. The catalyst class is: 18. (3) Reactant: CO.C([O:5][C:6](=[O:47])[CH2:7][O:8][C:9]1[CH:18]=[CH:17][CH:16]=[C:15]2[C:10]=1[CH:11]=[CH:12][C:13](=[O:46])[N:14]2[CH2:19][CH2:20][N:21]1[CH2:26][CH2:25][CH:24]([N:27]([C:39]([O:41][C:42]([CH3:45])([CH3:44])[CH3:43])=[O:40])[CH2:28][C:29]2[CH:38]=[CH:37][C:32]3[O:33][CH2:34][CH2:35][O:36][C:31]=3[CH:30]=2)[CH2:23][CH2:22]1)C.[OH-].[Na+].Cl. Product: [C:42]([O:41][C:39]([N:27]([CH2:28][C:29]1[CH:38]=[CH:37][C:32]2[O:33][CH2:34][CH2:35][O:36][C:31]=2[CH:30]=1)[CH:24]1[CH2:23][CH2:22][N:21]([CH2:20][CH2:19][N:14]2[C:15]3[C:10](=[C:9]([O:8][CH2:7][C:6]([OH:47])=[O:5])[CH:18]=[CH:17][CH:16]=3)[CH:11]=[CH:12][C:13]2=[O:46])[CH2:26][CH2:25]1)=[O:40])([CH3:45])([CH3:43])[CH3:44]. The catalyst class is: 6. (4) Reactant: [N+:1]([C:4]1[CH:5]=[C:6]([C:10]2[N:11]=[CH:12][NH:13][CH:14]=2)[CH:7]=[CH:8][CH:9]=1)([O-:3])=[O:2].[H-].[Na+].Cl[C:18]([N:20]([CH3:34])[CH:21]1[CH2:26][CH2:25][N:24]([C:27]([O:29][C:30]([CH3:33])([CH3:32])[CH3:31])=[O:28])[CH2:23][CH2:22]1)=[O:19]. Product: [CH3:34][N:20]([CH:21]1[CH2:26][CH2:25][N:24]([C:27]([O:29][C:30]([CH3:33])([CH3:32])[CH3:31])=[O:28])[CH2:23][CH2:22]1)[C:18]([N:13]1[CH:14]=[C:10]([C:6]2[CH:7]=[CH:8][CH:9]=[C:4]([N+:1]([O-:3])=[O:2])[CH:5]=2)[N:11]=[CH:12]1)=[O:19]. The catalyst class is: 7. (5) Reactant: [NH2:1][CH2:2][C:3]1[CH:34]=[CH:33][C:6]([CH2:7][N:8]2[CH2:32][CH2:31][C:11]3([N:15]([CH2:16][CH2:17][CH2:18][C:19]([O:21]C)=[O:20])[C:14](=[O:23])[N:13]=[C:12]3[NH:24][CH:25]3[CH2:30][CH2:29][CH2:28][CH2:27][CH2:26]3)[CH2:10][CH2:9]2)=[CH:5][CH:4]=1.[Li+].[OH-].Cl. Product: [NH2:1][CH2:2][C:3]1[CH:4]=[CH:5][C:6]([CH2:7][N:8]2[CH2:9][CH2:10][C:11]3([N:15]([CH2:16][CH2:17][CH2:18][C:19]([OH:21])=[O:20])[C:14](=[O:23])[N:13]=[C:12]3[NH:24][CH:25]3[CH2:26][CH2:27][CH2:28][CH2:29][CH2:30]3)[CH2:31][CH2:32]2)=[CH:33][CH:34]=1. The catalyst class is: 92. (6) Reactant: [NH2:1][C@@H:2]([CH2:10][C:11]1[CH:16]=[CH:15][C:14]([C:17]2[N:22]=[CH:21][C:20]([C:23]3[CH:28]=[CH:27][C:26]([O:29][CH2:30][CH2:31][CH2:32][CH2:33][CH2:34][CH2:35][CH3:36])=[CH:25][CH:24]=3)=[CH:19][N:18]=2)=[CH:13][CH:12]=1)[C:3]([O:5]C(C)(C)C)=[O:4].[C:37]([C:41]1[CH:49]=[CH:48][C:44]([C:45]([OH:47])=O)=[CH:43][CH:42]=1)([CH3:40])([CH3:39])[CH3:38].C(N(C(C)C)C(C)C)C.CN(C(ON1N=NC2C=CC=NC1=2)=[N+](C)C)C.F[P-](F)(F)(F)(F)F. Product: [C:37]([C:41]1[CH:42]=[CH:43][C:44]([C:45]([NH:1][C@@H:2]([CH2:10][C:11]2[CH:12]=[CH:13][C:14]([C:17]3[N:22]=[CH:21][C:20]([C:23]4[CH:28]=[CH:27][C:26]([O:29][CH2:30][CH2:31][CH2:32][CH2:33][CH2:34][CH2:35][CH3:36])=[CH:25][CH:24]=4)=[CH:19][N:18]=3)=[CH:15][CH:16]=2)[C:3]([OH:5])=[O:4])=[O:47])=[CH:48][CH:49]=1)([CH3:38])([CH3:39])[CH3:40]. The catalyst class is: 18. (7) Reactant: [Cl:1][C:2]1[S:3][C:4]([S:7](Cl)(=[O:9])=[O:8])=[CH:5][N:6]=1.C(N(CC)C(C)C)(C)C.Cl.[CH:21]1([N:24]2[CH2:29][C:28]3([CH2:34][CH2:33][NH:32][CH2:31][CH2:30]3)[O:27][CH2:26][C:25]2=[O:35])[CH2:23][CH2:22]1.C(O)C. Product: [Cl:1][C:2]1[S:3][C:4]([S:7]([N:32]2[CH2:33][CH2:34][C:28]3([O:27][CH2:26][C:25](=[O:35])[N:24]([CH:21]4[CH2:22][CH2:23]4)[CH2:29]3)[CH2:30][CH2:31]2)(=[O:9])=[O:8])=[CH:5][N:6]=1. The catalyst class is: 4. (8) Reactant: [NH2:1][C@@H:2]1[C:5]([CH3:7])([CH3:6])[N:4](C([Si](C)(C)C)[Si](C)(C)C)[C:3]1=[O:17].CCN(C(C)C)C(C)C.[CH:27]1([CH2:33][CH2:34][CH2:35][CH2:36][O:37][C:38](N2C=CC=CC2=O)=[O:39])[CH2:32][CH2:31][CH2:30][CH2:29][CH2:28]1.C1(CCCCO)CCCCC1. Product: [CH:27]1([CH2:33][CH2:34][CH2:35][CH2:36][O:37][C:38](=[O:39])[NH:1][C@H:2]2[C:3](=[O:17])[NH:4][C:5]2([CH3:7])[CH3:6])[CH2:32][CH2:31][CH2:30][CH2:29][CH2:28]1. The catalyst class is: 2.